From a dataset of Full USPTO retrosynthesis dataset with 1.9M reactions from patents (1976-2016). Predict the reactants needed to synthesize the given product. (1) Given the product [CH2:1]([O:8][C:9]1[CH:14]=[C:13]([I:15])[CH:12]=[CH:11][C:10]=1[NH2:16])[C:2]1[CH:3]=[CH:4][CH:5]=[CH:6][CH:7]=1, predict the reactants needed to synthesize it. The reactants are: [CH2:1]([O:8][C:9]1[CH:14]=[C:13]([I:15])[CH:12]=[CH:11][C:10]=1[N+:16]([O-])=O)[C:2]1[CH:7]=[CH:6][CH:5]=[CH:4][CH:3]=1.CC(O)=O. (2) Given the product [CH3:1][N:2]([CH2:15][C:14]#[CH:13])[CH:3]1[C:12]2[N:11]=[CH:10][CH:9]=[CH:8][C:7]=2[CH2:6][CH2:5][CH2:4]1, predict the reactants needed to synthesize it. The reactants are: [CH3:1][NH:2][CH:3]1[C:12]2[N:11]=[CH:10][CH:9]=[CH:8][C:7]=2[CH2:6][CH2:5][CH2:4]1.[CH2:13](Br)[C:14]#[CH:15].[I-].[Na+].C(=O)([O-])[O-].[Na+].[Na+]. (3) Given the product [Br:57][C:58]1[N:63]=[C:62]([C:64](=[O:67])[NH:65][CH3:66])[C:61]([NH:68][C:69]2[C:74]([C:75]([F:78])([F:76])[F:77])=[CH:73][N:72]=[C:71]([NH:79][C:80]3[CH:93]=[CH:92][C:83]([CH2:84][P:85](=[O:90])([O:86][CH:87]([CH3:88])[CH3:89])[O:91][CH2:96][C:97]([CH3:115])([CH3:98])[CH2:100][N:101]4[CH:105]=[C:104]([B:106]5[O:110][C:109]([CH3:112])([CH3:111])[C:108]([CH3:114])([CH3:113])[O:107]5)[CH:103]=[N:102]4)=[CH:82][C:81]=3[O:94][CH3:95])[N:70]=2)=[CH:60][CH:59]=1, predict the reactants needed to synthesize it. The reactants are: BrC1N=C(C(=O)NC)C(NC2C(C(F)(F)F)=CN=C(NC3C=CC(CP(=O)(O[C@@H](CCN4C=C(B5OC(C)(C)C(C)(C)O5)C=N4)C)OCC)=CC=3OC)N=2)=CC=1.[Br:57][C:58]1[N:63]=[C:62]([C:64](=[O:67])[NH:65][CH3:66])[C:61]([NH:68][C:69]2[C:74]([C:75]([F:78])([F:77])[F:76])=[CH:73][N:72]=[C:71]([NH:79][C:80]3[CH:93]=[CH:92][C:83]([CH2:84][P:85](=[O:91])([OH:90])[O:86][CH:87]([CH3:89])[CH3:88])=[CH:82][C:81]=3[O:94][CH3:95])[N:70]=2)=[CH:60][CH:59]=1.[CH3:96][C:97]([CH3:115])([CH2:100][N:101]1[CH:105]=[C:104]([B:106]2[O:110][C:109]([CH3:112])([CH3:111])[C:108]([CH3:114])([CH3:113])[O:107]2)[CH:103]=[N:102]1)[CH2:98]O. (4) Given the product [CH2:11]([NH:10][C:8]([C:7]1[CH:13]=[CH:14][C:4]([N:1]2[CH:18]=[C:17]([C:16]([O:20][CH2:21][CH3:22])=[O:19])[N:3]=[N:2]2)=[C:5]([OH:15])[CH:6]=1)=[O:9])[CH3:12], predict the reactants needed to synthesize it. The reactants are: [N:1]([C:4]1[CH:14]=[CH:13][C:7]([C:8]([NH:10][CH2:11][CH3:12])=[O:9])=[CH:6][C:5]=1[OH:15])=[N+:2]=[N-:3].[C:16]([O:20][CH2:21][CH3:22])(=[O:19])[C:17]#[CH:18]. (5) Given the product [Cl:30][C:27]1[CH:28]=[CH:29][C:22]([N+:19]([O-:21])=[O:20])=[C:23]([CH:24]([C:5]2[CH:4]=[N:3][C:2]([Cl:1])=[CH:7][CH:6]=2)[OH:25])[CH:26]=1, predict the reactants needed to synthesize it. The reactants are: [Cl:1][C:2]1[CH:7]=[CH:6][C:5](I)=[CH:4][N:3]=1.C([Mg]Br)CC.C1COCC1.[N+:19]([C:22]1[CH:29]=[CH:28][C:27]([Cl:30])=[CH:26][C:23]=1[CH:24]=[O:25])([O-:21])=[O:20].